This data is from Reaction yield outcomes from USPTO patents with 853,638 reactions. The task is: Predict the reaction yield, written as a fraction of the theoretical maximum amount of product (1.0 means a 100% yield; for example, 0.34 means a 34% yield). (1) The reactants are [NH2:1][C:2]1[CH:7]=[CH:6][C:5]([F:8])=[CH:4][N:3]=1.CS(C)=O.[I:13]N1C(=O)CCC1=O.C(=O)([O-])O.[Na+]. The catalyst is C(O)(=O)C. The product is [F:8][C:5]1[CH:6]=[C:7]([I:13])[C:2]([NH2:1])=[N:3][CH:4]=1. The yield is 0.180. (2) The reactants are O[Li].O.SCC(O)=O.[CH2:9]([O:16][N:17]([C@H:30]1[CH2:35][N:34]([C:36]([O:38][C:39]([CH3:42])([CH3:41])[CH3:40])=[O:37])[C@H:33]([C:43]([O:45][CH2:46][CH3:47])=[O:44])[CH2:32][CH2:31]1)S(C1C=CC=CC=1[N+]([O-])=O)(=O)=O)[C:10]1[CH:15]=[CH:14][CH:13]=[CH:12][CH:11]=1. The catalyst is CN(C=O)C.O. The product is [CH2:9]([O:16][NH:17][C@H:30]1[CH2:35][N:34]([C:36]([O:38][C:39]([CH3:41])([CH3:42])[CH3:40])=[O:37])[C@H:33]([C:43]([O:45][CH2:46][CH3:47])=[O:44])[CH2:32][CH2:31]1)[C:10]1[CH:15]=[CH:14][CH:13]=[CH:12][CH:11]=1. The yield is 0.850. (3) The reactants are C(=O)([O-])[O-].[K+].[K+].[C:7]1([N:13]2[CH2:18][CH2:17][NH:16][CH2:15][CH2:14]2)[CH:12]=[CH:11][CH:10]=[CH:9][CH:8]=1.Cl[CH2:20][C:21]([C:23]1[CH:28]=[CH:27][CH:26]=[CH:25][CH:24]=1)=[O:22].O. The catalyst is C(#N)C. The product is [C:23]1([C:21](=[O:22])[CH2:20][N:16]2[CH2:17][CH2:18][N:13]([C:7]3[CH:12]=[CH:11][CH:10]=[CH:9][CH:8]=3)[CH2:14][CH2:15]2)[CH:28]=[CH:27][CH:26]=[CH:25][CH:24]=1. The yield is 0.600. (4) The reactants are Cl[C:2]1[N:3]([CH2:25][CH:26]2[CH2:28][CH2:27]2)[C:4]2[C:9]([N:10]=1)=[C:8]([N:11]1[CH2:16][CH2:15][O:14][CH2:13][CH2:12]1)[N:7]=[C:6]([C:17]1[C:18]([CH3:24])=[N:19][C:20]([NH2:23])=[N:21][CH:22]=1)[N:5]=2.[NH2:29][CH:30]1[CH2:34][CH2:33][NH:32][CH2:31]1.C(N(CC)CC)C.[S:42](Cl)([CH3:45])(=[O:44])=[O:43]. The catalyst is CN1CCCC1=O. The product is [NH2:23][C:20]1[N:19]=[C:18]([CH3:24])[C:17]([C:6]2[N:5]=[C:4]3[C:9]([N:10]=[C:2]([N:32]4[CH2:33][CH2:34][CH:30]([NH:29][S:42]([CH3:45])(=[O:44])=[O:43])[CH2:31]4)[N:3]3[CH2:25][CH:26]3[CH2:28][CH2:27]3)=[C:8]([N:11]3[CH2:16][CH2:15][O:14][CH2:13][CH2:12]3)[N:7]=2)=[CH:22][N:21]=1. The yield is 0.530. (5) The catalyst is CCOCC. The product is [CH3:1][O:2][C:3]1[CH:4]=[C:5]([C:13]([F:14])([F:15])[F:16])[CH:6]=[C:7]([C:9]([F:10])([F:11])[F:12])[C:8]=1[C:22]([OH:24])=[O:23]. The reactants are [CH3:1][O:2][C:3]1[CH:8]=[C:7]([C:9]([F:12])([F:11])[F:10])[CH:6]=[C:5]([C:13]([F:16])([F:15])[F:14])[CH:4]=1.[Li]CCCC.[C:22](=[O:24])=[O:23]. The yield is 0.500.